This data is from Reaction yield outcomes from USPTO patents with 853,638 reactions. The task is: Predict the reaction yield, written as a fraction of the theoretical maximum amount of product (1.0 means a 100% yield; for example, 0.34 means a 34% yield). (1) The reactants are [CH2:1]([C:3]1[CH:8]=[CH:7][C:6]([CH:9](O)[C:10]2[CH:11]=[C:12]([CH:17]=[CH:18][CH:19]=2)[C:13]([O:15][CH3:16])=[O:14])=[CH:5][CH:4]=1)[CH3:2].Cl.C[OH:23]. The catalyst is [C].[Pd]. The product is [CH2:1]([C:3]1[CH:8]=[CH:7][C:6]([CH2:9][C:10]2[CH:11]=[C:12]([CH:17]=[CH:18][C:19]=2[OH:23])[C:13]([O:15][CH3:16])=[O:14])=[CH:5][CH:4]=1)[CH3:2]. The yield is 0.880. (2) The reactants are [F:1][C:2]1[CH:9]=[CH:8][C:5]([CH:6]=O)=[C:4]([OH:10])[CH:3]=1.[CH3:11][O:12][C:13]1[CH:14]=[C:15]([CH2:21][C:22](O)=[O:23])[CH:16]=[CH:17][C:18]=1[O:19][CH3:20].Cl.CN(C)CCCN=C=NCC.C(N(C(C)C)CC)(C)C. The catalyst is C(Cl)Cl. The product is [CH3:11][O:12][C:13]1[CH:14]=[C:15]([C:21]2[C:22](=[O:23])[O:10][C:4]3[C:5]([CH:6]=2)=[CH:8][CH:9]=[C:2]([F:1])[CH:3]=3)[CH:16]=[CH:17][C:18]=1[O:19][CH3:20]. The yield is 0.950.